Dataset: Forward reaction prediction with 1.9M reactions from USPTO patents (1976-2016). Task: Predict the product of the given reaction. Given the reactants Br[CH2:2][C:3]([C:5]1[CH:10]=[CH:9][C:8]([Cl:11])=[CH:7][CH:6]=1)=O.[C:12]([CH2:14][C:15]([NH2:17])=[S:16])#[N:13], predict the reaction product. The product is: [Cl:11][C:8]1[CH:9]=[CH:10][C:5]([C:3]2[N:17]=[C:15]([CH2:14][C:12]#[N:13])[S:16][CH:2]=2)=[CH:6][CH:7]=1.